Dataset: Reaction yield outcomes from USPTO patents with 853,638 reactions. Task: Predict the reaction yield, written as a fraction of the theoretical maximum amount of product (1.0 means a 100% yield; for example, 0.34 means a 34% yield). (1) The reactants are [NH2:1][C:2]1[C:7]([O:8][CH2:9][C:10]2([C:13]3[CH:18]=[CH:17][CH:16]=[CH:15][CH:14]=3)[CH2:12][CH2:11]2)=[CH:6][CH:5]=[CH:4][N:3]=1.Br[CH2:20][C:21](=O)[CH:22]([CH3:24])[CH3:23]. The catalyst is C(O)C. The product is [CH:22]([C:21]1[N:1]=[C:2]2[C:7]([O:8][CH2:9][C:10]3([C:13]4[CH:14]=[CH:15][CH:16]=[CH:17][CH:18]=4)[CH2:12][CH2:11]3)=[CH:6][CH:5]=[CH:4][N:3]2[CH:20]=1)([CH3:24])[CH3:23]. The yield is 0.760. (2) The reactants are [CH3:1][O:2][C:3]([C:5]1[N:6]=[C:7]2[N:18]([CH2:19][CH2:20][N:21]3[CH2:26][CH2:25][NH:24][CH2:23][CH2:22]3)[C:17]3[CH:27]=[CH:28][CH:29]=[CH:30][C:16]=3[N:8]2[C:9](=[O:15])[C:10]=1[O:11][C:12](=[O:14])[CH3:13])=[O:4].C(N(C(C)C)CC)(C)C.[CH3:40][O:41][CH2:42]Cl. The catalyst is ClCCl. The product is [CH3:1][O:2][C:3]([C:5]1[N:6]=[C:7]2[N:18]([CH2:19][CH2:20][N:21]3[CH2:22][CH2:23][N:24]([CH2:40][O:41][CH3:42])[CH2:25][CH2:26]3)[C:17]3[CH:27]=[CH:28][CH:29]=[CH:30][C:16]=3[N:8]2[C:9](=[O:15])[C:10]=1[O:11][C:12](=[O:14])[CH3:13])=[O:4]. The yield is 0.280. (3) The reactants are [Br:1][C:2]1[CH:7]=[C:6]([O:8][C:9]([F:12])([F:11])[F:10])[CH:5]=[CH:4][C:3]=1[OH:13].C(=O)([O-])[O-].[K+].[K+].[CH2:20](Br)[C:21]1[CH:26]=[CH:25][CH:24]=[CH:23][CH:22]=1. The catalyst is CN(C)C=O.C(OCC)(=O)C. The product is [CH2:20]([O:13][C:3]1[CH:4]=[CH:5][C:6]([O:8][C:9]([F:11])([F:12])[F:10])=[CH:7][C:2]=1[Br:1])[C:21]1[CH:26]=[CH:25][CH:24]=[CH:23][CH:22]=1. The yield is 0.810. (4) The reactants are [C:1]([C:5]1[CH:39]=[CH:38][C:8]([CH2:9][N:10]2[C:14](=[O:15])[N:13]([CH2:16][CH3:17])[C:12]([CH2:18][CH2:19][C:20]([F:37])([F:36])[C:21]3[CH:26]=[CH:25][CH:24]=[C:23](B4OC(C)(C)C(C)(C)O4)[CH:22]=3)=[N:11]2)=[CH:7][CH:6]=1)([CH3:4])([CH3:3])[CH3:2].Br[C:41]1[N:46]=[CH:45][C:44]([NH:47][S:48]([C:51]2[CH:56]=[CH:55][CH:54]=[CH:53][CH:52]=2)(=[O:50])=[O:49])=[CH:43][CH:42]=1.C([O-])(O)=O.[Na+]. The catalyst is O1CCOCC1. The product is [C:1]([C:5]1[CH:39]=[CH:38][C:8]([CH2:9][N:10]2[C:14](=[O:15])[N:13]([CH2:16][CH3:17])[C:12]([CH2:18][CH2:19][C:20]([C:21]3[CH:26]=[C:25]([C:41]4[N:46]=[CH:45][C:44]([NH:47][S:48]([C:51]5[CH:56]=[CH:55][CH:54]=[CH:53][CH:52]=5)(=[O:50])=[O:49])=[CH:43][CH:42]=4)[CH:24]=[CH:23][CH:22]=3)([F:36])[F:37])=[N:11]2)=[CH:7][CH:6]=1)([CH3:2])([CH3:3])[CH3:4]. The yield is 0.170. (5) The yield is 0.640. The catalyst is CO. The product is [C:1]([O:9][CH:10]([O:14][C:15]([NH:17][CH2:18][C:19]1([CH2:25][C:26]([O:28][CH3:29])=[O:27])[CH2:24][CH2:23][CH2:22][CH2:21][CH2:20]1)=[O:16])[CH:11]([CH3:12])[CH3:13])(=[O:8])[C:2]1[CH:3]=[CH:4][CH:5]=[CH:6][CH:7]=1. The reactants are [C:1]([O:9][CH:10]([O:14][C:15]([NH:17][CH2:18][C:19]1([CH2:25][C:26]([OH:28])=[O:27])[CH2:24][CH2:23][CH2:22][CH2:21][CH2:20]1)=[O:16])[CH:11]([CH3:13])[CH3:12])(=[O:8])[C:2]1[CH:7]=[CH:6][CH:5]=[CH:4][CH:3]=1.[CH:29]1C=CC=CC=1.C[Si](C=[N+]=[N-])(C)C. (6) The reactants are [C:1](OC(=O)C)(=[O:3])[CH3:2].[OH:8][CH:9]([C:28]1[CH:33]=[CH:32][CH:31]=[CH:30][CH:29]=1)[CH2:10][C:11]1[C:19](=[O:20])[N:18]2[C:14]([NH:15][C:16]3[CH:24]=[CH:23][CH:22]=[CH:21][C:17]=32)=[C:13]([C:25]#[N:26])[C:12]=1[CH3:27].N1C=CC=CC=1. The catalyst is CN(C1C=CC=CN=1)C.C(OCC)(=O)C. The product is [C:1]([O:8][CH:9]([C:28]1[CH:29]=[CH:30][CH:31]=[CH:32][CH:33]=1)[CH2:10][C:11]1[C:19](=[O:20])[N:18]2[C:14]([NH:15][C:16]3[CH:24]=[CH:23][CH:22]=[CH:21][C:17]=32)=[C:13]([C:25]#[N:26])[C:12]=1[CH3:27])(=[O:3])[CH3:2]. The yield is 0.290. (7) The reactants are Br[C:2]1[CH:3]=[C:4]([C:8]([O:10][CH3:11])=[O:9])[O:5][C:6]=1[CH3:7].C(=O)([O-])[O-].[K+].[K+].[CH3:18][N:19]1[C:23](B2OC(C)(C)C(C)(C)O2)=[CH:22][CH:21]=[N:20]1. The catalyst is O1CCOCC1.O.CC(C)([P](C(C)(C)C)([Pd][P](C(C)(C)C)(C(C)(C)C)C(C)(C)C)C(C)(C)C)C. The product is [CH3:7][C:6]1[O:5][C:4]([C:8]([O:10][CH3:11])=[O:9])=[CH:3][C:2]=1[C:23]1[N:19]([CH3:18])[N:20]=[CH:21][CH:22]=1. The yield is 0.810. (8) The reactants are [F:1][C:2]1[CH:3]=[C:4]([CH:7]=[C:8]([F:21])[C:9]=1[O:10][C:11]1[CH:12]=[N:13][C:14]([C:17]([F:20])([F:19])[F:18])=[CH:15][CH:16]=1)[CH:5]=[O:6].[BH4-].[Na+].[NH4+].[Cl-]. The catalyst is CO. The product is [F:1][C:2]1[CH:3]=[C:4]([CH2:5][OH:6])[CH:7]=[C:8]([F:21])[C:9]=1[O:10][C:11]1[CH:12]=[N:13][C:14]([C:17]([F:18])([F:19])[F:20])=[CH:15][CH:16]=1. The yield is 0.950. (9) The reactants are BrCCBr.Cl[Si](C)(C)C.I[CH:11]1[CH2:14][N:13]([C:15]([O:17][C:18]([CH3:21])([CH3:20])[CH3:19])=[O:16])[CH2:12]1.[Cl:22][C:23]1[C:28]([Cl:29])=[CH:27][C:26]([C:30](=[O:32])[CH3:31])=[C:25]([O:33][CH3:34])[C:24]=1I. The catalyst is CN(C)C=O.[Zn].C1C=CC(/C=C/C(/C=C/C2C=CC=CC=2)=O)=CC=1.C1C=CC(/C=C/C(/C=C/C2C=CC=CC=2)=O)=CC=1.C1C=CC(/C=C/C(/C=C/C2C=CC=CC=2)=O)=CC=1.[Pd].[Pd].O1C=CC=C1P(C1OC=CC=1)C1OC=CC=1. The product is [C:30]([C:26]1[C:25]([O:33][CH3:34])=[C:24]([CH:11]2[CH2:14][N:13]([C:15]([O:17][C:18]([CH3:21])([CH3:20])[CH3:19])=[O:16])[CH2:12]2)[C:23]([Cl:22])=[C:28]([Cl:29])[CH:27]=1)(=[O:32])[CH3:31]. The yield is 0.770. (10) The reactants are [CH3:1][O:2][C:3]1[CH:8]=[CH:7][C:6]([C:9]2[CH:13]=[C:12]([NH2:14])[O:11][N:10]=2)=[CH:5][CH:4]=1.[Cl:15][C:16]1[CH:24]=[CH:23][CH:22]=[CH:21][C:17]=1[C:18](Cl)=[O:19].N1C=CC=CC=1. The catalyst is C(#N)C. The product is [Cl:15][C:16]1[CH:24]=[CH:23][CH:22]=[CH:21][C:17]=1[C:18]([NH:14][C:12]1[O:11][N:10]=[C:9]([C:6]2[CH:5]=[CH:4][C:3]([O:2][CH3:1])=[CH:8][CH:7]=2)[CH:13]=1)=[O:19]. The yield is 0.579.